This data is from Full USPTO retrosynthesis dataset with 1.9M reactions from patents (1976-2016). The task is: Predict the reactants needed to synthesize the given product. (1) Given the product [S:1]1[CH:5]=[C:4]([CH:6]([NH:10][C:11]2[CH:16]=[CH:15][CH:14]=[CH:13][CH:12]=2)[C:7]([O:9][C@@H:23]2[CH:24]3[CH2:27][CH2:28][N:21]([CH2:26][CH2:25]3)[CH2:22]2)=[O:8])[C:3]2[CH:17]=[CH:18][CH:19]=[CH:20][C:2]1=2, predict the reactants needed to synthesize it. The reactants are: [S:1]1[CH:5]=[C:4]([CH:6]([NH:10][C:11]2[CH:16]=[CH:15][CH:14]=[CH:13][CH:12]=2)[C:7]([OH:9])=[O:8])[C:3]2[CH:17]=[CH:18][CH:19]=[CH:20][C:2]1=2.[N:21]12[CH2:28][CH2:27][CH:24]([CH2:25][CH2:26]1)[C@@H:23](O)[CH2:22]2.C1CCC(N=C=NC2CCCCC2)CC1. (2) Given the product [CH2:31]([O:33][C:34](=[O:44])[CH2:35][CH2:36][C:37]1[CH:42]=[CH:41][CH:40]=[C:39]([O:25][CH2:24][CH2:23][CH2:22][O:21][C:20]2[CH:26]=[CH:27][CH:28]=[C:18]([C:3]([O:8][CH2:9][C:10]3[CH:11]=[CH:12][C:13]([O:16][CH3:17])=[CH:14][CH:15]=3)([C:4]([F:6])([F:5])[F:7])[C:2]([F:29])([F:30])[F:1])[CH:19]=2)[CH:38]=1)[CH3:32], predict the reactants needed to synthesize it. The reactants are: [F:1][C:2]([F:30])([F:29])[C:3]([C:18]1[CH:19]=[C:20]([CH:26]=[CH:27][CH:28]=1)[O:21][CH2:22][CH2:23][CH2:24][OH:25])([O:8][CH2:9][C:10]1[CH:15]=[CH:14][C:13]([O:16][CH3:17])=[CH:12][CH:11]=1)[C:4]([F:7])([F:6])[F:5].[CH2:31]([O:33][C:34](=[O:44])[CH2:35][CH2:36][C:37]1[CH:42]=[CH:41][CH:40]=[C:39](O)[CH:38]=1)[CH3:32].C1(P(C2C=CC=CC=2)C2C=CC=CC=2)C=CC=CC=1.CC(OC(/N=N/C(OC(C)C)=O)=O)C.